Dataset: Catalyst prediction with 721,799 reactions and 888 catalyst types from USPTO. Task: Predict which catalyst facilitates the given reaction. (1) Reactant: [CH3:1][S:2]([C:5]1[CH:12]=[CH:11][C:8]([CH:9]=O)=[CH:7][CH:6]=1)(=[O:4])=[O:3].[NH2:13][C:14]1[CH:19]=[CH:18][CH:17]=[CH:16][C:15]=1/[CH:20]=[CH:21]/[C:22]([O:24][CH3:25])=[O:23].[BH-](OC(C)=O)(OC(C)=O)OC(C)=O.[Na+]. Product: [CH3:1][S:2]([C:5]1[CH:12]=[CH:11][C:8]([CH2:9][NH:13][C:14]2[CH:19]=[CH:18][CH:17]=[CH:16][C:15]=2/[CH:20]=[CH:21]/[C:22]([O:24][CH3:25])=[O:23])=[CH:7][CH:6]=1)(=[O:4])=[O:3]. The catalyst class is: 2. (2) Reactant: [CH3:1][O:2][C:3]1[CH:8]=[C:7]([N+:9]([O-])=O)[CH:6]=[CH:5][C:4]=1[CH3:12]. Product: [CH3:1][O:2][C:3]1[CH:8]=[C:7]([CH:6]=[CH:5][C:4]=1[CH3:12])[NH2:9]. The catalyst class is: 770. (3) Reactant: [F:1][C:2]1[CH:9]=[C:8]([F:10])[C:7]([C:11]2[CH:12]=[N:13][CH:14]=[N:15][CH:16]=2)=[CH:6][C:3]=1[CH:4]=O.[NH2:17][C:18]([NH2:20])=[S:19].[CH3:21][C:22]1[C:26]([CH:27]=[CH2:28])=[C:25]([CH3:29])[O:24][N:23]=1.Cl[Si](C)(C)C. Product: [F:1][C:2]1[CH:9]=[C:8]([F:10])[C:7]([C:11]2[CH:12]=[N:13][CH:14]=[N:15][CH:16]=2)=[CH:6][C:3]=1[CH:4]1[CH2:28][CH:27]([C:26]2[C:22]([CH3:21])=[N:23][O:24][C:25]=2[CH3:29])[S:19][C:18]([NH2:20])=[N:17]1. The catalyst class is: 31. (4) Reactant: [F:1][C:2]1[CH:11]=[C:10]([F:12])[CH:9]=[C:8]2[C:3]=1[C:4]([NH:20][C:21]1[C:28](I)=[CH:27][C:24]([C:25]#[N:26])=[C:23]([N:30]3[CH2:35][CH2:34][O:33][CH2:32][CH2:31]3)[CH:22]=1)=[C:5]([CH3:19])[C:6]([C:13]1[CH:18]=[CH:17][CH:16]=[CH:15][N:14]=1)=[N:7]2.[CH3:36][O:37][C:38]1[CH:39]=[C:40](B(O)O)[CH:41]=[N:42][CH:43]=1.C1(P(C2CCCCC2)C2CCCCC2)CCCCC1.[O-]P([O-])([O-])=O.[K+].[K+].[K+]. Product: [F:1][C:2]1[CH:11]=[C:10]([F:12])[CH:9]=[C:8]2[C:3]=1[C:4]([NH:20][C:21]1[C:28]([C:40]3[CH:41]=[N:42][CH:43]=[C:38]([O:37][CH3:36])[CH:39]=3)=[CH:27][C:24]([C:25]#[N:26])=[C:23]([N:30]3[CH2:35][CH2:34][O:33][CH2:32][CH2:31]3)[CH:22]=1)=[C:5]([CH3:19])[C:6]([C:13]1[CH:18]=[CH:17][CH:16]=[CH:15][N:14]=1)=[N:7]2. The catalyst class is: 552. (5) Reactant: [F:1][C:2]1[C:7]([CH:8]=[O:9])=[CH:6][CH:5]=[C:4](F)[N:3]=1.[CH3:11][O:12][C:13](=[O:21])[C:14]1[CH:19]=[CH:18][C:17]([OH:20])=[CH:16][CH:15]=1.C([O-])([O-])=O.[K+].[K+]. Product: [CH3:11][O:12][C:13](=[O:21])[C:14]1[CH:19]=[CH:18][C:17]([O:20][C:4]2[CH:5]=[CH:6][C:7]([CH:8]=[O:9])=[C:2]([F:1])[N:3]=2)=[CH:16][CH:15]=1. The catalyst class is: 3.